Dataset: Full USPTO retrosynthesis dataset with 1.9M reactions from patents (1976-2016). Task: Predict the reactants needed to synthesize the given product. (1) The reactants are: [Cl:1][C:2]1[CH:29]=[CH:28][C:5]([CH2:6][NH:7][C:8]([C:10]2[C:19](=[O:20])[C:18]3[C:13]4=[C:14]([O:25][CH2:26][CH2:27][N:12]4[CH:11]=2)[CH:15]=[C:16]([C:21]#[C:22][CH2:23]O)[CH:17]=3)=[O:9])=[CH:4][CH:3]=1.[H][H]. Given the product [Cl:1][C:2]1[CH:3]=[CH:4][C:5]([CH2:6][NH:7][C:8]([C:10]2[C:19](=[O:20])[C:18]3[C:13]4=[C:14]([O:25][CH2:26][CH2:27][N:12]4[CH:11]=2)[CH:15]=[C:16]([CH2:21][CH2:22][CH3:23])[CH:17]=3)=[O:9])=[CH:28][CH:29]=1, predict the reactants needed to synthesize it. (2) Given the product [CH2:4]([C:3]1[NH:1][CH:2]=[C:19]([C:18]([O:22][CH2:23][CH3:24])=[O:21])[CH:20]=1)[CH2:5][CH2:6][CH3:7], predict the reactants needed to synthesize it. The reactants are: [N+:1]([CH:3](S(C1C=CC(C)=CC=1)(=O)=O)[CH2:4][CH2:5][CH2:6][CH3:7])#[C-:2].[C:18]([O:22][CH2:23][CH3:24])(=[O:21])[CH:19]=[CH2:20].CC(C)([O-])C.[K+]. (3) The reactants are: N/[C:2](/[CH3:6])=[CH:3]\[C:4]#[N:5].Cl.[CH:8]1([NH:12][NH2:13])[CH2:11][CH2:10][CH2:9]1. Given the product [CH:8]1([N:12]2[C:4]([NH2:5])=[CH:3][C:2]([CH3:6])=[N:13]2)[CH2:11][CH2:10][CH2:9]1, predict the reactants needed to synthesize it. (4) Given the product [CH3:27][C:6]1[C:7](/[CH:12]=[CH:13]/[C:14]2[N:15]=[C:16]([N:28]3[CH2:32][CH2:31][CH2:30][C:29]3=[O:33])[CH:17]=[C:18]([NH:20][CH:21]3[CH2:26][CH2:25][O:24][CH2:23][CH2:22]3)[N:19]=2)=[N:8][C:9]2[C:4]([N:5]=1)=[CH:3][CH:2]=[CH:11][CH:10]=2, predict the reactants needed to synthesize it. The reactants are: Cl[C:2]1[CH:3]=[C:4]2[C:9](=[CH:10][CH:11]=1)[N:8]=[C:7](/[CH:12]=[CH:13]/[C:14]1[N:19]=[C:18]([NH:20][CH:21]3[CH2:26][CH2:25][O:24][CH2:23][CH2:22]3)[CH:17]=[CH:16][N:15]=1)[C:6]([CH3:27])=[N:5]2.[NH:28]1[CH2:32][CH2:31][CH2:30][C:29]1=[O:33].C1(P(C2C=CC=CC=2)C2C3OC4C(=CC=CC=4P(C4C=CC=CC=4)C4C=CC=CC=4)C(C)(C)C=3C=CC=2)C=CC=CC=1.C(=O)([O-])[O-].[Cs+].[Cs+].C1(P(C2CCCCC2)C2C=CC=CC=2C2C(C(C)C)=CC(C(C)C)=CC=2C(C)C)CCCCC1.C1(B(O)O)C=CC=CC=1.C(=O)([O-])[O-].[K+].[K+]. (5) Given the product [CH:46]([O:49][CH2:50][CH2:51][NH:52][S:34]([NH:37][C:38](=[O:39])[O:32][CH2:31][CH2:30][CH2:29][C:14]1[CH:15]=[CH:16][C:17]([O:19][CH:20]([CH2:25][O:26][CH2:27][CH3:28])[CH2:21][O:22][CH2:23][CH3:24])=[CH:18][C:13]=1[O:12][C:3]1[C:2]([Cl:1])=[CH:7][C:6]([C:8]([F:10])([F:9])[F:11])=[CH:5][N:4]=1)(=[O:36])=[O:35])([CH3:48])[CH3:47], predict the reactants needed to synthesize it. The reactants are: [Cl:1][C:2]1[C:3]([O:12][C:13]2[CH:18]=[C:17]([O:19][CH:20]([CH2:25][O:26][CH2:27][CH3:28])[CH2:21][O:22][CH2:23][CH3:24])[CH:16]=[CH:15][C:14]=2[CH2:29][CH2:30][CH2:31][OH:32])=[N:4][CH:5]=[C:6]([C:8]([F:11])([F:10])[F:9])[CH:7]=1.Cl[S:34]([N:37]=[C:38]=[O:39])(=[O:36])=[O:35].N1C=CC=CC=1.[CH:46]([O:49][CH2:50][CH2:51][NH2:52])([CH3:48])[CH3:47]. (6) Given the product [C:1]([O:5][C:6]([N:8]1[CH2:9][CH2:10][N:11]([CH2:14][C:15]2[N:23]3[C:18]([C:19]([NH2:24])=[N:20][CH:21]=[N:22]3)=[C:17]([Br:32])[CH:16]=2)[CH2:12][CH2:13]1)=[O:7])([CH3:4])([CH3:2])[CH3:3], predict the reactants needed to synthesize it. The reactants are: [C:1]([O:5][C:6]([N:8]1[CH2:13][CH2:12][N:11]([CH2:14][C:15]2[N:23]3[C:18]([C:19]([NH2:24])=[N:20][CH:21]=[N:22]3)=[CH:17][CH:16]=2)[CH2:10][CH2:9]1)=[O:7])([CH3:4])([CH3:3])[CH3:2].CC(O)C.C(=O)=O.[Br:32]N1C(C)(C)C(=O)N(Br)C1=O. (7) Given the product [Br:35][C:18]1[CH:17]=[CH:16][C:15]2[C:12]3=[CH:13][C:14]4[C:2]([CH3:34])([CH3:1])[C:3]5[C:8]([C:9]=4[CH:10]=[C:11]3[C:21]([CH3:22])([CH3:23])[C:20]=2[CH:19]=1)=[C:7]1[CH:24]=[CH:25][CH:26]=[CH:27][C:6]1=[C:5]([C:28]1[CH:33]=[CH:32][CH:31]=[CH:30][CH:29]=1)[CH:4]=5, predict the reactants needed to synthesize it. The reactants are: [CH3:1][C:2]1([CH3:34])[C:14]2[CH:13]=[C:12]3[C:15]4[CH:16]=[CH:17][CH:18]=[CH:19][C:20]=4[C:21]([CH3:23])([CH3:22])[C:11]3=[CH:10][C:9]=2[C:8]2[C:3]1=[CH:4][C:5]([C:28]1[CH:33]=[CH:32][CH:31]=[CH:30][CH:29]=1)=[C:6]1[CH:27]=[CH:26][CH:25]=[CH:24][C:7]1=2.[Br:35]Br.O. (8) Given the product [I:1][C:2]1[C:10]2[C:5](=[N:6][CH:7]=[N:8][C:9]=2[NH2:11])[N:4]([CH2:17][O:18][CH2:19][CH2:20][Si:21]([CH3:24])([CH3:23])[CH3:22])[N:3]=1, predict the reactants needed to synthesize it. The reactants are: [I:1][C:2]1[C:10]2[C:5](=[N:6][CH:7]=[N:8][C:9]=2[NH2:11])[NH:4][N:3]=1.[H-].[Na+].[H][H].Cl[CH2:17][O:18][CH2:19][CH2:20][Si:21]([CH3:24])([CH3:23])[CH3:22]. (9) Given the product [Cl:1][C:2]1[CH:3]=[C:4]([S:9]([NH:12][C:13]2[CH:22]=[CH:21][CH:20]=[C:19]3[C:14]=2[CH:15]=[CH:16][CH:17]=[C:18]3[C:23]([NH2:26])=[O:25])(=[O:11])=[O:10])[CH:5]=[C:6]([Cl:8])[CH:7]=1, predict the reactants needed to synthesize it. The reactants are: [Cl:1][C:2]1[CH:3]=[C:4]([S:9]([NH:12][C:13]2[CH:22]=[CH:21][CH:20]=[C:19]3[C:14]=2[CH:15]=[CH:16][CH:17]=[C:18]3[C:23]([OH:25])=O)(=[O:11])=[O:10])[CH:5]=[C:6]([Cl:8])[CH:7]=1.[NH3:26].